Dataset: Full USPTO retrosynthesis dataset with 1.9M reactions from patents (1976-2016). Task: Predict the reactants needed to synthesize the given product. Given the product [C:5]([NH:3][CH2:2][CH2:1][NH2:4])([O:7][C:8]([CH3:11])([CH3:10])[CH3:9])=[O:6], predict the reactants needed to synthesize it. The reactants are: [CH2:1]([NH2:4])[CH2:2][NH2:3].[C:5](O[C:5]([O:7][C:8]([CH3:11])([CH3:10])[CH3:9])=[O:6])([O:7][C:8]([CH3:11])([CH3:10])[CH3:9])=[O:6].